Dataset: NCI-60 drug combinations with 297,098 pairs across 59 cell lines. Task: Regression. Given two drug SMILES strings and cell line genomic features, predict the synergy score measuring deviation from expected non-interaction effect. (1) Drug 1: CC1=C(C(CCC1)(C)C)C=CC(=CC=CC(=CC(=O)O)C)C. Drug 2: CC=C1C(=O)NC(C(=O)OC2CC(=O)NC(C(=O)NC(CSSCCC=C2)C(=O)N1)C(C)C)C(C)C. Cell line: SNB-19. Synergy scores: CSS=41.9, Synergy_ZIP=8.06, Synergy_Bliss=1.48, Synergy_Loewe=-62.7, Synergy_HSA=-9.24. (2) Drug 1: C1C(C(OC1N2C=C(C(=O)NC2=O)F)CO)O. Drug 2: C1CC(C1)(C(=O)O)C(=O)O.[NH2-].[NH2-].[Pt+2]. Cell line: DU-145. Synergy scores: CSS=19.1, Synergy_ZIP=-0.741, Synergy_Bliss=10.9, Synergy_Loewe=1.84, Synergy_HSA=6.58. (3) Drug 1: CC1=C2C(C(=O)C3(C(CC4C(C3C(C(C2(C)C)(CC1OC(=O)C(C(C5=CC=CC=C5)NC(=O)OC(C)(C)C)O)O)OC(=O)C6=CC=CC=C6)(CO4)OC(=O)C)OC)C)OC. Drug 2: C1=CC(=CC=C1CCCC(=O)O)N(CCCl)CCCl. Cell line: RXF 393. Synergy scores: CSS=51.5, Synergy_ZIP=10.9, Synergy_Bliss=11.1, Synergy_Loewe=0.0573, Synergy_HSA=16.6. (4) Cell line: SR. Drug 1: CN(CC1=CN=C2C(=N1)C(=NC(=N2)N)N)C3=CC=C(C=C3)C(=O)NC(CCC(=O)O)C(=O)O. Synergy scores: CSS=89.6, Synergy_ZIP=1.65, Synergy_Bliss=1.91, Synergy_Loewe=0.314, Synergy_HSA=2.21. Drug 2: CC1=C(C(=O)C2=C(C1=O)N3CC4C(C3(C2COC(=O)N)OC)N4)N. (5) Cell line: NCIH23. Synergy scores: CSS=2.95, Synergy_ZIP=-0.761, Synergy_Bliss=4.14, Synergy_Loewe=4.01, Synergy_HSA=3.83. Drug 1: CC1=C(C=C(C=C1)NC2=NC=CC(=N2)N(C)C3=CC4=NN(C(=C4C=C3)C)C)S(=O)(=O)N.Cl. Drug 2: CCC(=C(C1=CC=CC=C1)C2=CC=C(C=C2)OCCN(C)C)C3=CC=CC=C3.C(C(=O)O)C(CC(=O)O)(C(=O)O)O.